This data is from Full USPTO retrosynthesis dataset with 1.9M reactions from patents (1976-2016). The task is: Predict the reactants needed to synthesize the given product. (1) Given the product [Cl:17][C:18]1[N:23]=[C:22]([NH:15][C:11]2[CH:10]=[C:9]([N:7]([CH3:8])[C:6](=[O:16])[O:5][C:1]([CH3:4])([CH3:2])[CH3:3])[CH:14]=[CH:13][CH:12]=2)[C:21]([F:25])=[CH:20][N:19]=1, predict the reactants needed to synthesize it. The reactants are: [C:1]([O:5][C:6](=[O:16])[N:7]([C:9]1[CH:14]=[CH:13][CH:12]=[C:11]([NH2:15])[CH:10]=1)[CH3:8])([CH3:4])([CH3:3])[CH3:2].[Cl:17][C:18]1[N:23]=[C:22](Cl)[C:21]([F:25])=[CH:20][N:19]=1.CCN(C(C)C)C(C)C.CCCCCC.C(OCC)(=O)C. (2) Given the product [Br:1][C:2]1[CH:10]=[CH:9][C:5]([CH2:6][OH:7])=[C:4]([CH3:11])[CH:3]=1, predict the reactants needed to synthesize it. The reactants are: [Br:1][C:2]1[CH:10]=[CH:9][C:5]([C:6](O)=[O:7])=[C:4]([CH3:11])[CH:3]=1.O1CCCC1. (3) Given the product [CH:1]1([C:4]([N:50]2[CH2:49][CH2:48][N:47]([C:53]3[CH:54]=[CH:55][C:56]([C:59]4[CH:60]=[C:61]([O:68][C@@H:69]([C@H:71]5[CH2:75][NH:74][C:73](=[O:76])[CH2:72]5)[CH3:70])[C:62]5[S:66][CH:65]=[N:64][C:63]=5[CH:67]=4)=[N:57][CH:58]=3)[CH2:52][CH2:51]2)=[O:6])[CH2:3][CH2:2]1, predict the reactants needed to synthesize it. The reactants are: [CH:1]1([C:4]([OH:6])=O)[CH2:3][CH2:2]1.CCN(C(C)C)C(C)C.CN(C(ON1N=NC2C=CC=NC1=2)=[N+](C)C)C.F[P-](F)(F)(F)(F)F.C(O)(C(F)(F)F)=O.[N:47]1([C:53]2[CH:54]=[CH:55][C:56]([C:59]3[CH:60]=[C:61]([O:68][C@@H:69]([C@H:71]4[CH2:75][NH:74][C:73](=[O:76])[CH2:72]4)[CH3:70])[C:62]4[S:66][CH:65]=[N:64][C:63]=4[CH:67]=3)=[N:57][CH:58]=2)[CH2:52][CH2:51][NH:50][CH2:49][CH2:48]1. (4) Given the product [CH2:12]([O:14][CH:15]([C:19]1[CH:24]=[CH:23][CH:22]=[CH:21][CH:20]=1)[C:16]([NH:11][C:8]1[CH:9]=[C:10]2[C:5](=[CH:6][CH:7]=1)[NH:4][N:3]=[C:2]2[I:1])=[O:17])[CH3:13], predict the reactants needed to synthesize it. The reactants are: [I:1][C:2]1[C:10]2[C:5](=[CH:6][CH:7]=[C:8]([NH2:11])[CH:9]=2)[NH:4][N:3]=1.[CH2:12]([O:14][CH:15]([C:19]1[CH:24]=[CH:23][CH:22]=[CH:21][CH:20]=1)[C:16](O)=[O:17])[CH3:13].CN(C(ON1N=NC2C=CC=CC1=2)=[N+](C)C)C.[B-](F)(F)(F)F.CCN(C(C)C)C(C)C.CO[Na]. (5) Given the product [CH3:3][C:4]([CH3:24])([CH3:23])[C:5]([NH:7][C:8]1[C:17]([C:18]([O:20][CH3:21])=[O:19])=[C:16]2[C:11]([CH:12]3[C:25]([Br:27])([Br:26])[CH:13]3[CH2:14][O:15]2)=[CH:10][C:9]=1[F:22])=[O:6], predict the reactants needed to synthesize it. The reactants are: [OH-].[Na+].[CH3:3][C:4]([CH3:24])([CH3:23])[C:5]([NH:7][C:8]1[C:17]([C:18]([O:20][CH3:21])=[O:19])=[C:16]2[C:11]([CH:12]=[CH:13][CH2:14][O:15]2)=[CH:10][C:9]=1[F:22])=[O:6].[CH:25](Br)([Br:27])[Br:26]. (6) Given the product [C:22]([O:26][C:27]([N:29]1[CH2:34][CH2:33][N:32]([C:35]2[CH:36]=[CH:37][C:38]([NH:41][C:5]3[N:4]=[C:3]([N:9]([CH:16]4[CH2:21][CH2:20][CH2:19][CH2:18][CH2:17]4)[C:10]4[CH:15]=[CH:14][CH:13]=[CH:12][CH:11]=4)[C:2]([Br:1])=[CH:7][N:6]=3)=[CH:39][CH:40]=2)[CH2:31][CH2:30]1)=[O:28])([CH3:25])([CH3:23])[CH3:24], predict the reactants needed to synthesize it. The reactants are: [Br:1][C:2]1[C:3]([N:9]([CH:16]2[CH2:21][CH2:20][CH2:19][CH2:18][CH2:17]2)[C:10]2[CH:15]=[CH:14][CH:13]=[CH:12][CH:11]=2)=[N:4][C:5](Cl)=[N:6][CH:7]=1.[C:22]([O:26][C:27]([N:29]1[CH2:34][CH2:33][N:32]([C:35]2[CH:40]=[CH:39][C:38]([NH2:41])=[CH:37][CH:36]=2)[CH2:31][CH2:30]1)=[O:28])([CH3:25])([CH3:24])[CH3:23]. (7) The reactants are: CN(C(ON1N=NC2[CH:12]=[CH:13][CH:14]=[N:15]C1=2)=[N+](C)C)C.F[P-](F)(F)(F)(F)F.[F:25][C:26]1[CH:31]=[CH:30][C:29]([CH:32]2[CH2:36][CH2:35][N:34]([C:37]([C:39]3[N:40]=[C:41]4[C:46]([C:47]([F:50])([F:49])[F:48])=[CH:45][C:44]([C:51]5[CH:55]=[CH:54][O:53][CH:52]=5)=[CH:43][N:42]4[C:56]=3[CH2:57][C:58]([OH:60])=O)=[O:38])[CH2:33]2)=[CH:28][CH:27]=1.C1(N)CC1. Given the product [CH:14]1([NH:15][C:58](=[O:60])[CH2:57][C:56]2[N:42]3[CH:43]=[C:44]([C:51]4[CH:55]=[CH:54][O:53][CH:52]=4)[CH:45]=[C:46]([C:47]([F:48])([F:49])[F:50])[C:41]3=[N:40][C:39]=2[C:37]([N:34]2[CH2:35][CH2:36][CH:32]([C:29]3[CH:30]=[CH:31][C:26]([F:25])=[CH:27][CH:28]=3)[CH2:33]2)=[O:38])[CH2:12][CH2:13]1, predict the reactants needed to synthesize it.